This data is from Catalyst prediction with 721,799 reactions and 888 catalyst types from USPTO. The task is: Predict which catalyst facilitates the given reaction. (1) Product: [N:46]1([NH:45][C:21]([C:18]2[N:17]=[C:16]([C:24]3[CH:29]=[CH:28][C:27]([Cl:30])=[CH:26][C:25]=3[Cl:31])[N:15]([C:12]3[CH:13]=[CH:14][C:9]([O:8][CH2:1][C:2]4[CH:7]=[CH:6][CH:5]=[CH:4][CH:3]=4)=[CH:10][CH:11]=3)[C:19]=2[CH3:20])=[O:22])[CH2:51][CH2:50][CH2:49][CH2:48][CH2:47]1. Reactant: [CH2:1]([O:8][C:9]1[CH:14]=[CH:13][C:12]([N:15]2[C:19]([CH3:20])=[C:18]([C:21](O)=[O:22])[N:17]=[C:16]2[C:24]2[CH:29]=[CH:28][C:27]([Cl:30])=[CH:26][C:25]=2[Cl:31])=[CH:11][CH:10]=1)[C:2]1[CH:7]=[CH:6][CH:5]=[CH:4][CH:3]=1.C(Cl)(=O)C(Cl)=O.C(N(CC)CC)C.[NH2:45][N:46]1[CH2:51][CH2:50][CH2:49][CH2:48][CH2:47]1. The catalyst class is: 606. (2) Reactant: [CH3:1][C:2]1([CH3:20])[C:6]([CH3:8])([CH3:7])[O:5][B:4]([C:9]2[CH:14]=[CH:13][C:12]([C:15]3([CH2:18][OH:19])[CH2:17][CH2:16]3)=[CH:11][CH:10]=2)[O:3]1.[CH3:21][C:22](OC(C)=O)=[O:23]. Product: [C:22]([O:19][CH2:18][C:15]1([C:12]2[CH:11]=[CH:10][C:9]([B:4]3[O:3][C:2]([CH3:20])([CH3:1])[C:6]([CH3:7])([CH3:8])[O:5]3)=[CH:14][CH:13]=2)[CH2:16][CH2:17]1)(=[O:23])[CH3:21]. The catalyst class is: 251.